This data is from NCI-60 drug combinations with 297,098 pairs across 59 cell lines. The task is: Regression. Given two drug SMILES strings and cell line genomic features, predict the synergy score measuring deviation from expected non-interaction effect. Drug 1: CS(=O)(=O)C1=CC(=C(C=C1)C(=O)NC2=CC(=C(C=C2)Cl)C3=CC=CC=N3)Cl. Drug 2: CS(=O)(=O)OCCCCOS(=O)(=O)C. Cell line: HCC-2998. Synergy scores: CSS=10.4, Synergy_ZIP=4.59, Synergy_Bliss=7.07, Synergy_Loewe=-0.374, Synergy_HSA=3.88.